This data is from Forward reaction prediction with 1.9M reactions from USPTO patents (1976-2016). The task is: Predict the product of the given reaction. (1) Given the reactants CS(O[CH2:6][CH2:7][C:8]#[C:9][C:10]1[CH:15]=[CH:14][C:13]([C:16]2[N:17]=[C:18]3[CH:23]=[C:22]([CH3:24])[CH:21]=[CH:20][N:19]3[CH:25]=2)=[CH:12][CH:11]=1)(=O)=O.[CH:26]1([NH2:33])[CH2:32][CH2:31][CH2:30][CH2:29][CH2:28][CH2:27]1.C(=O)([O-])[O-].[K+].[K+].CO.ClCCl, predict the reaction product. The product is: [CH:26]1([NH:33][CH2:6][CH2:7][C:8]#[C:9][C:10]2[CH:15]=[CH:14][C:13]([C:16]3[N:17]=[C:18]4[CH:23]=[C:22]([CH3:24])[CH:21]=[CH:20][N:19]4[CH:25]=3)=[CH:12][CH:11]=2)[CH2:32][CH2:31][CH2:30][CH2:29][CH2:28][CH2:27]1. (2) Given the reactants [NH2:1][CH2:2][CH2:3][O:4][CH2:5][CH2:6][OH:7].Cl[C:9]1[C:14]([O:15][CH2:16][CH2:17][O:18][CH:19]2[CH2:24][CH2:23][CH2:22][CH2:21][O:20]2)=[CH:13][CH:12]=[CH:11][N:10]=1.CC(C)([O-])C.[K+].[C:31](O[C:31]([O:33][C:34]([CH3:37])([CH3:36])[CH3:35])=[O:32])([O:33][C:34]([CH3:37])([CH3:36])[CH3:35])=[O:32], predict the reaction product. The product is: [O:20]1[CH2:21][CH2:22][CH2:23][CH2:24][CH:19]1[O:18][CH2:17][CH2:16][O:15][C:14]1[C:9]([O:7][CH2:6][CH2:5][O:4][CH2:3][CH2:2][NH:1][C:31](=[O:32])[O:33][C:34]([CH3:37])([CH3:36])[CH3:35])=[N:10][CH:11]=[CH:12][CH:13]=1. (3) The product is: [OH:4][CH2:5][C:6]1[N:7]=[C:8]([C:12]2[S:13][C:14]3[CH:22]=[CH:21][CH:20]=[CH:19][C:15]=3[C:16](=[O:18])[N:17]=2)[CH:9]=[CH:10][CH:11]=1. Given the reactants C([O:4][CH2:5][C:6]1[CH:11]=[CH:10][CH:9]=[C:8]([C:12]2[S:13][C:14]3[CH:22]=[CH:21][CH:20]=[CH:19][C:15]=3[C:16](=[O:18])[N:17]=2)[N:7]=1)(=O)C.C(=O)([O-])[O-].[K+].[K+], predict the reaction product. (4) Given the reactants F[C:2]1[CH:7]=[CH:6][C:5]([S:8]([NH2:11])(=[O:10])=[O:9])=[CH:4][C:3]=1[S:12]([C:15]([F:18])([F:17])[F:16])(=[O:14])=[O:13].[N:19]1([CH2:25][CH2:26][C@@H:27]([NH2:36])[CH2:28][S:29][C:30]2[CH:35]=[CH:34][CH:33]=[CH:32][CH:31]=2)[CH2:24][CH2:23][O:22][CH2:21][CH2:20]1.CN(C)CC[C@@H](NC1C=CC(S(N)(=O)=O)=CC=1S(C(F)(F)F)(=O)=O)CSC1C=CC=CC=1, predict the reaction product. The product is: [N:19]1([CH2:25][CH2:26][C@@H:27]([NH:36][C:2]2[CH:7]=[CH:6][C:5]([S:8]([NH2:11])(=[O:10])=[O:9])=[CH:4][C:3]=2[S:12]([C:15]([F:18])([F:17])[F:16])(=[O:14])=[O:13])[CH2:28][S:29][C:30]2[CH:35]=[CH:34][CH:33]=[CH:32][CH:31]=2)[CH2:20][CH2:21][O:22][CH2:23][CH2:24]1. (5) Given the reactants Br[C:2](Br)=[CH:3][C:4]1[CH:9]=[CH:8][C:7]([C:10]2[CH:15]=[CH:14][CH:13]=[CH:12][CH:11]=2)=[CH:6][CH:5]=1.C([Li])CCC.[CH2:22]=[O:23], predict the reaction product. The product is: [C:7]1([C:10]2[CH:15]=[CH:14][CH:13]=[CH:12][CH:11]=2)[CH:8]=[CH:9][C:4]([C:3]#[C:2][CH2:22][OH:23])=[CH:5][CH:6]=1. (6) Given the reactants [CH3:1][S:2]([C:5]1[CH:24]=[CH:23][C:8]([CH2:9][NH:10][C:11]([C:13]2[CH:18]=[C:17]([NH2:19])[C:16]([C:20]#[N:21])=[C:15](Cl)[N:14]=2)=[O:12])=[CH:7][CH:6]=1)(=[O:4])=[O:3].[CH:25]1([NH2:30])[CH2:29][CH2:28][CH2:27][CH2:26]1, predict the reaction product. The product is: [NH2:19][C:17]1[C:16]([C:20]#[N:21])=[C:15]([NH:30][CH:25]2[CH2:29][CH2:28][CH2:27][CH2:26]2)[N:14]=[C:13]([C:11]([NH:10][CH2:9][C:8]2[CH:23]=[CH:24][C:5]([S:2]([CH3:1])(=[O:4])=[O:3])=[CH:6][CH:7]=2)=[O:12])[CH:18]=1. (7) Given the reactants [C:1]([N:4]1[CH2:9][CH2:8][CH2:7][CH:6]([O:10][C:11]2[C:12]([CH3:20])=[C:13]3[C:17](=[CH:18][CH:19]=2)[NH:16][N:15]=[CH:14]3)[CH2:5]1)(=O)[CH3:2].[H-].[Al+3].[Li+].[H-].[H-].[H-].O1CCCC1.[OH-].[Na+], predict the reaction product. The product is: [CH2:1]([N:4]1[CH2:9][CH2:8][CH2:7][CH:6]([O:10][C:11]2[C:12]([CH3:20])=[C:13]3[C:17](=[CH:18][CH:19]=2)[NH:16][N:15]=[CH:14]3)[CH2:5]1)[CH3:2]. (8) Given the reactants [OH:1][C:2]1[CH:3]=[C:4]([CH:9]=[C:10]([O:12][C:13]2[CH:18]=[CH:17][C:16]([C:19]3[O:20][C:21]([CH3:24])=[N:22][N:23]=3)=[CH:15][CH:14]=2)[CH:11]=1)[C:5]([O:7][CH3:8])=[O:6].O[C@@H:26]1[CH2:30][CH2:29][NH:28][C:27]1=[O:31].C1(P(C2C=CC=CC=2)C2C=CC=CC=2)C=CC=CC=1.N(C(OC(C)C)=O)=NC(OC(C)C)=O, predict the reaction product. The product is: [CH3:24][C:21]1[O:20][C:19]([C:16]2[CH:15]=[CH:14][C:13]([O:12][C:10]3[CH:9]=[C:4]([CH:3]=[C:2]([O:1][C@H:26]4[CH2:30][CH2:29][NH:28][C:27]4=[O:31])[CH:11]=3)[C:5]([O:7][CH3:8])=[O:6])=[CH:18][CH:17]=2)=[N:23][N:22]=1. (9) Given the reactants [NH2:1][CH:2]([CH2:8][C:9]1[S:10][C:11]2[CH:17]=[CH:16][CH:15]=[CH:14][C:12]=2[N:13]=1)[C:3]([N:5]([CH3:7])[CH3:6])=[O:4].[NH2:18][C:19]1[N:28]=[C:27]([N:29]2[CH2:34][CH2:33][N:32]([CH3:35])[CH2:31][CH2:30]2)[C:26]2[C:21](=[CH:22][C:23]([C:36](O)=[O:37])=[CH:24][CH:25]=2)[N:20]=1.C(N(CC)C(C)C)(C)C, predict the reaction product. The product is: [NH2:18][C:19]1[N:28]=[C:27]([N:29]2[CH2:30][CH2:31][N:32]([CH3:35])[CH2:33][CH2:34]2)[C:26]2[C:21](=[CH:22][C:23]([C:36]([NH:1][CH:2]([CH2:8][C:9]3[S:10][C:11]4[CH:17]=[CH:16][CH:15]=[CH:14][C:12]=4[N:13]=3)[C:3]([N:5]([CH3:6])[CH3:7])=[O:4])=[O:37])=[CH:24][CH:25]=2)[N:20]=1.